This data is from Forward reaction prediction with 1.9M reactions from USPTO patents (1976-2016). The task is: Predict the product of the given reaction. Given the reactants C(=O)([O-])[O-].[K+].[K+].CN(C)CCN(C)C.I[C:16]1[CH:17]=[N:18][CH:19]=[CH:20][CH:21]=1.[NH:22]1[CH2:26][CH2:25][CH2:24][C:23]1=[O:27], predict the reaction product. The product is: [N:18]1[CH:19]=[CH:20][CH:21]=[C:16]([N:22]2[CH2:26][CH2:25][CH2:24][C:23]2=[O:27])[CH:17]=1.